Dataset: Forward reaction prediction with 1.9M reactions from USPTO patents (1976-2016). Task: Predict the product of the given reaction. (1) Given the reactants [CH3:1][O:2][C:3]1[CH:18]=[CH:17][C:6]([O:7][C:8]2[CH:13]=[CH:12][C:11]([C:14](=O)[CH3:15])=[CH:10][CH:9]=2)=[CH:5][CH:4]=1.[H][H].[NH3:21], predict the reaction product. The product is: [CH3:1][O:2][C:3]1[CH:18]=[CH:17][C:6]([O:7][C:8]2[CH:13]=[CH:12][C:11]([CH:14]([NH2:21])[CH3:15])=[CH:10][CH:9]=2)=[CH:5][CH:4]=1. (2) Given the reactants Cl.[NH:2]1[CH2:7][CH2:6][CH:5]([NH:8][C:9]([C:11]2[C:15]3[N:16]=[CH:17][N:18]=[C:19]([C:20]4[CH:25]=[CH:24][C:23]([F:26])=[CH:22][C:21]=4[O:27][CH2:28][CH:29]4[CH2:31][CH2:30]4)[C:14]=3[NH:13][CH:12]=2)=[O:10])[CH2:4][CH2:3]1.[C:32](Cl)(=[O:34])[CH3:33], predict the reaction product. The product is: [C:32]([N:2]1[CH2:3][CH2:4][CH:5]([NH:8][C:9]([C:11]2[C:15]3[N:16]=[CH:17][N:18]=[C:19]([C:20]4[CH:25]=[CH:24][C:23]([F:26])=[CH:22][C:21]=4[O:27][CH2:28][CH:29]4[CH2:30][CH2:31]4)[C:14]=3[NH:13][CH:12]=2)=[O:10])[CH2:6][CH2:7]1)(=[O:34])[CH3:33]. (3) Given the reactants [Br:1]N1C(=O)CCC1=O.[C:9]([C:13]1[CH:18]=[CH:17][C:16]([O:19][CH3:20])=[C:15]([CH3:21])[CH:14]=1)([CH3:12])([CH3:11])[CH3:10], predict the reaction product. The product is: [Br:1][CH2:21][C:15]1[CH:14]=[C:13]([C:9]([CH3:12])([CH3:11])[CH3:10])[CH:18]=[CH:17][C:16]=1[O:19][CH3:20]. (4) Given the reactants ClC1C=C(CC(OCC)=O)C=CC=1O.ClC1C=C(CCO)C=CC=1OCCCC.ClC1C=C(CC(O)=O)C=CC=1O.[Cl:42][C:43]1[CH:44]=[C:45]([CH2:54][C:55]([O:57]CC)=[O:56])[CH:46]=[CH:47][C:48]=1[O:49][CH2:50][CH2:51][CH2:52][CH3:53].ICCCC, predict the reaction product. The product is: [Cl:42][C:43]1[CH:44]=[C:45]([CH2:54][C:55]([OH:57])=[O:56])[CH:46]=[CH:47][C:48]=1[O:49][CH2:50][CH2:51][CH2:52][CH3:53]. (5) Given the reactants CCOC(/N=N/C(OCC)=O)=O.[OH:13][C:14]1[CH:15]=[C:16]2[C:21](=[CH:22][CH:23]=1)[NH:20][C:19](=[O:24])[CH2:18][CH2:17]2.C1(P(C2C=CC=CC=2)C2C=CC=CC=2)C=CC=CC=1.[C:44]([N:51]1[CH2:56][CH2:55][CH:54]([CH2:57]O)[CH2:53][CH2:52]1)([O:46][C:47]([CH3:50])([CH3:49])[CH3:48])=[O:45], predict the reaction product. The product is: [O:24]=[C:19]1[CH2:18][CH2:17][C:16]2[C:21](=[CH:22][CH:23]=[C:14]([O:13][CH2:57][CH:54]3[CH2:55][CH2:56][N:51]([C:44]([O:46][C:47]([CH3:48])([CH3:50])[CH3:49])=[O:45])[CH2:52][CH2:53]3)[CH:15]=2)[NH:20]1.